From a dataset of Catalyst prediction with 721,799 reactions and 888 catalyst types from USPTO. Predict which catalyst facilitates the given reaction. (1) Reactant: OC1C(=O)NN=C(CCC2C=CC=CC=2)C=1.C([O:24][C:25]1[N:26]=[N:27][C:28]([C:39]#[C:40][C:41]2[CH:46]=[CH:45][C:44]([CH3:47])=[C:43]([F:48])[CH:42]=2)=[CH:29][C:30]=1[O:31]CC1C=CC=CC=1)C1C=CC=CC=1.C(OCC)(=O)C. Product: [F:48][C:43]1[CH:42]=[C:41]([CH2:40][CH2:39][C:28]2[CH:29]=[C:30]([OH:31])[C:25](=[O:24])[NH:26][N:27]=2)[CH:46]=[CH:45][C:44]=1[CH3:47]. The catalyst class is: 5. (2) Reactant: [C:1]1([C:7]2[CH2:8][CH2:9][N:10]([CH2:13][CH2:14][CH2:15][C:16]3[NH:25][C:24](=[O:26])[C:23]4[C:18](=[CH:19][CH:20]=[CH:21][CH:22]=4)[N:17]=3)[CH2:11][CH:12]=2)[CH:6]=[CH:5][CH:4]=[CH:3][CH:2]=1.C(Cl)(Cl)[Cl:28].Cl. Product: [ClH:28].[C:1]1([C:7]2[CH2:12][CH2:11][N:10]([CH2:13][CH2:14][CH2:15][C:16]3[NH:25][C:24](=[O:26])[C:23]4[C:18](=[CH:19][CH:20]=[CH:21][CH:22]=4)[N:17]=3)[CH2:9][CH:8]=2)[CH:6]=[CH:5][CH:4]=[CH:3][CH:2]=1. The catalyst class is: 13. (3) Product: [CH2:19]([N:17]1[CH2:16][CH2:15][NH:14][CH:13]([CH2:9][CH2:10][OH:11])[CH2:18]1)[C:20]1[CH:21]=[CH:22][CH:23]=[CH:24][CH:25]=1. The catalyst class is: 30. Reactant: [H-].[Al+3].[Li+].[H-].[H-].[H-].C([CH:9]([CH:13]1[CH2:18][N:17]([CH2:19][C:20]2[CH:25]=[CH:24][CH:23]=[CH:22][CH:21]=2)[CH2:16][CH2:15][NH:14]1)[C:10]([O-])=[O:11])C.[OH-].[Na+].S([O-])([O-])(=O)=O.[Na+].[Na+]. (4) Reactant: [C:1]([O:5][C:6]([N:8]1[CH2:18][CH:17]2[CH2:19][CH:10]([C:11]3[CH:12]=[C:13]([N+:23]([O-])=O)[C:14]([N+:20]([O-])=O)=[CH:15][C:16]=32)[CH2:9]1)=[O:7])([CH3:4])([CH3:3])[CH3:2]. Product: [C:1]([O:5][C:6]([N:8]1[CH2:9][CH:10]2[CH2:19][CH:17]([C:16]3[CH:15]=[C:14]([NH2:20])[C:13]([NH2:23])=[CH:12][C:11]=32)[CH2:18]1)=[O:7])([CH3:4])([CH3:2])[CH3:3]. The catalyst class is: 19. (5) Reactant: [C:1]1([OH:7])[CH:6]=[CH:5][CH:4]=[CH:3][CH:2]=1.[H-].[Na+].[Cl:10][C:11]1[CH:37]=[CH:36][CH:35]=[CH:34][C:12]=1[C:13]([C:15]1[C:22](=[O:23])[N:18]2[CH2:19][CH2:20][CH2:21][N:17]2[C:16]=1[C:24]1[CH:29]=[CH:28][N:27]=[C:26](S(C)(=O)=O)[N:25]=1)=[O:14]. Product: [Cl:10][C:11]1[CH:37]=[CH:36][CH:35]=[CH:34][C:12]=1[C:13]([C:15]1[C:22](=[O:23])[N:18]2[CH2:19][CH2:20][CH2:21][N:17]2[C:16]=1[C:24]1[CH:29]=[CH:28][N:27]=[C:26]([O:7][C:1]2[CH:6]=[CH:5][CH:4]=[CH:3][CH:2]=2)[N:25]=1)=[O:14]. The catalyst class is: 554. (6) Reactant: [Cl:1][C:2]1[CH:22]=[CH:21][C:5]([C:6]([C:8]2[CH:20]=[CH:19][C:11]([O:12][C:13]([CH3:18])([CH3:17])[C:14](O)=[O:15])=[CH:10][CH:9]=2)=[O:7])=[CH:4][CH:3]=1.CCN=C=NCCCN(C)C.Cl.C1C=CC2N(O)N=NC=2C=1.[CH3:45][C:46]([NH2:67])([CH2:48][C@H:49]([C:61]1[CH:66]=[CH:65][CH:64]=[CH:63][CH:62]=1)[O:50][C:51]1[CH:56]=[CH:55][C:54]([C:57]([F:60])([F:59])[F:58])=[CH:53][CH:52]=1)[CH3:47].C(N(CC)CC)C. Product: [Cl:1][C:2]1[CH:3]=[CH:4][C:5]([C:6]([C:8]2[CH:9]=[CH:10][C:11]([O:12][C:13]([CH3:18])([CH3:17])[C:14]([NH:67][C:46]([CH3:47])([CH2:48][C@H:49]([C:61]3[CH:66]=[CH:65][CH:64]=[CH:63][CH:62]=3)[O:50][C:51]3[CH:56]=[CH:55][C:54]([C:57]([F:58])([F:59])[F:60])=[CH:53][CH:52]=3)[CH3:45])=[O:15])=[CH:19][CH:20]=2)=[O:7])=[CH:21][CH:22]=1. The catalyst class is: 2. (7) Reactant: [C:1]1([C:13]2[C:14](=[O:38])[NH:15][C:16](=[O:37])[C:17]=2[C:18]2[C:26]3[C:21](=[CH:22][CH:23]=[C:24]([C:27]4[C:36]5[C:31](=[CH:32][CH:33]=[CH:34][CH:35]=5)[CH:30]=[CH:29][CH:28]=4)[CH:25]=3)[NH:20][CH:19]=2)[C:11]2=[C:12]3[C:7](=[CH:8][CH:9]=[CH:10]2)[CH2:6][CH2:5][CH2:4][N:3]3[CH:2]=1. Product: [C:1]1([C@H:13]2[C@H:17]([C:18]3[C:26]4[C:21](=[CH:22][CH:23]=[C:24]([C:27]5[C:36]6[C:31](=[CH:32][CH:33]=[CH:34][CH:35]=6)[CH:30]=[CH:29][CH:28]=5)[CH:25]=4)[NH:20][CH:19]=3)[C:16](=[O:37])[NH:15][C:14]2=[O:38])[C:11]2=[C:12]3[C:7](=[CH:8][CH:9]=[CH:10]2)[CH2:6][CH2:5][CH2:4][N:3]3[CH:2]=1. The catalyst class is: 5. (8) Reactant: [OH:1][C@@H:2]([C@H:4]1[C:40](=[O:41])[N:6]2[C:7]([C:27]([O:29]CC3C=CC([N+]([O-])=O)=CC=3)=[O:28])=[C:8]([C:11]3[S:15][C:14]4=[C:16]([S:19][CH2:20][CH2:21]OS(C)(=O)=O)[N:17]=[CH:18][N:13]4[CH:12]=3)[C@H:9]([CH3:10])[C@H:5]12)[CH3:3]. Product: [S:15]1[C:11]([C:8]2[C@H:9]([CH3:10])[C@@H:5]3[C@@H:4]([C@H:2]([OH:1])[CH3:3])[C:40](=[O:41])[N:6]3[C:7]=2[C:27]([OH:29])=[O:28])=[CH:12][N:13]2[CH2:18][N:17]3[CH2:21][CH2:20][S:19][C:16]3=[C:14]12. The catalyst class is: 17. (9) Reactant: [F:1][C:2]1[CH:3]=[C:4]([CH:9]2[CH2:14][CH2:13][CH2:12][N:11]3[C:15]([C:18]4[CH:23]=[CH:22][C:21]([C:24]5[O:28][C:27]([CH3:29])=[N:26][CH:25]=5)=[C:20]([O:30][CH3:31])[CH:19]=4)=[N:16][N:17]=[C:10]23)[CH:5]=[CH:6][C:7]=1[F:8].[H-].[Na+].Br[CH2:35][C:36]1[CH:41]=[CH:40][C:39]([Cl:42])=[C:38]([Cl:43])[CH:37]=1.[OH2:44]. Product: [Cl:43][C:38]1[CH:37]=[C:36]([CH:41]=[CH:40][C:39]=1[Cl:42])[CH2:35][O:44][C:9]1([C:4]2[CH:5]=[CH:6][C:7]([F:8])=[C:2]([F:1])[CH:3]=2)[CH2:14][CH2:13][CH2:12][N:11]2[C:15]([C:18]3[CH:23]=[CH:22][C:21]([C:24]4[O:28][C:27]([CH3:29])=[N:26][CH:25]=4)=[C:20]([O:30][CH3:31])[CH:19]=3)=[N:16][N:17]=[C:10]12. The catalyst class is: 3.